This data is from Forward reaction prediction with 1.9M reactions from USPTO patents (1976-2016). The task is: Predict the product of the given reaction. Given the reactants [O:1]1[C:6]2[CH:7]=[CH:8][C:9]([S:11][C:12]3[CH:17]=[CH:16][C:15](/[CH:18]=[CH:19]/[C:20]([N:22]4[CH2:27][CH2:26][CH:25]([C:28]([O:30]CC)=[O:29])[CH2:24][CH2:23]4)=[O:21])=[C:14]([Cl:33])[C:13]=3[Cl:34])=[CH:10][C:5]=2[O:4][CH2:3][CH2:2]1.[OH-].[K+].[OH-].[Na+], predict the reaction product. The product is: [O:1]1[C:6]2[CH:7]=[CH:8][C:9]([S:11][C:12]3[CH:17]=[CH:16][C:15](/[CH:18]=[CH:19]/[C:20]([N:22]4[CH2:27][CH2:26][CH:25]([C:28]([OH:30])=[O:29])[CH2:24][CH2:23]4)=[O:21])=[C:14]([Cl:33])[C:13]=3[Cl:34])=[CH:10][C:5]=2[O:4][CH2:3][CH2:2]1.